Dataset: Forward reaction prediction with 1.9M reactions from USPTO patents (1976-2016). Task: Predict the product of the given reaction. (1) Given the reactants [OH:1][N:2]1C(=O)C2=CC=CC=C2C1=O.Cl.[Cl:14][CH2:15][C:16]1[N:17]=[CH:18][S:19][CH:20]=1, predict the reaction product. The product is: [ClH:14].[S:19]1[CH:20]=[C:16]([CH2:15][O:1][NH2:2])[N:17]=[CH:18]1. (2) The product is: [Cl:15][C:4]1[C:5]2[S:10][C:9]3[CH:11]=[CH:12][CH:13]=[CH:14][C:8]=3[C:6]=2[N:7]=[C:2]([C:37]2[CH:42]=[CH:41][CH:40]=[CH:39][CH:38]=2)[N:3]=1. Given the reactants Br[C:2]1[N:3]=[C:4]([Cl:15])[C:5]2[S:10][C:9]3[CH:11]=[CH:12][CH:13]=[CH:14][C:8]=3[C:6]=2[N:7]=1.O1C=CC=C1P(C1OC=CC=1)C1OC=CC=1.C([Sn](CCCC)(CCCC)[C:37]1[CH:42]=[CH:41][CH:40]=[CH:39][CH:38]=1)CCC, predict the reaction product. (3) The product is: [CH2:3]([O:7][C:9]1[CH:14]=[C:13]([O:15][CH:16]([C:18]2([CH3:21])[CH2:20][CH2:19]2)[CH3:17])[N:12]=[CH:11][N:10]=1)[C:4]#[C:5][CH3:6]. Given the reactants [H-].[Na+].[CH2:3]([OH:7])[C:4]#[C:5][CH3:6].Cl[C:9]1[CH:14]=[C:13]([O:15][CH:16]([C:18]2([CH3:21])[CH2:20][CH2:19]2)[CH3:17])[N:12]=[CH:11][N:10]=1.[Cl-].[NH4+], predict the reaction product. (4) Given the reactants [Cl:1][C:2]1[C:3]([F:31])=[C:4]([CH:8]2[C:12]([C:15]3[CH:20]=[CH:19][C:18]([Cl:21])=[CH:17][C:16]=3[F:22])([C:13]#[N:14])[CH:11]([CH2:23][C:24]([CH3:27])([CH3:26])[CH3:25])[NH:10][CH:9]2[C:28]([OH:30])=O)[CH:5]=[CH:6][CH:7]=1.[C:32]([O:36][C:37]([N:39]1[CH2:44][CH2:43][C:42]([CH2:46][N:47]2[CH:51]=[CH:50][C:49]([NH2:52])=[N:48]2)([OH:45])[CH2:41][CH2:40]1)=[O:38])([CH3:35])([CH3:34])[CH3:33].CN(C(ON1N=NC2C=CC=NC1=2)=[N+](C)C)C.F[P-](F)(F)(F)(F)F.CCN(C(C)C)C(C)C, predict the reaction product. The product is: [C:32]([O:36][C:37]([N:39]1[CH2:40][CH2:41][C:42]([CH2:46][N:47]2[CH:51]=[CH:50][C:49]([NH:52][C:28]([C@H:9]3[C@H:8]([C:4]4[CH:5]=[CH:6][CH:7]=[C:2]([Cl:1])[C:3]=4[F:31])[C@:12]([C:15]4[CH:20]=[CH:19][C:18]([Cl:21])=[CH:17][C:16]=4[F:22])([C:13]#[N:14])[C@H:11]([CH2:23][C:24]([CH3:26])([CH3:25])[CH3:27])[NH:10]3)=[O:30])=[N:48]2)([OH:45])[CH2:43][CH2:44]1)=[O:38])([CH3:35])([CH3:33])[CH3:34].